Regression. Given two drug SMILES strings and cell line genomic features, predict the synergy score measuring deviation from expected non-interaction effect. From a dataset of NCI-60 drug combinations with 297,098 pairs across 59 cell lines. (1) Drug 1: C1C(C(OC1N2C=C(C(=O)NC2=O)F)CO)O. Drug 2: CCCCC(=O)OCC(=O)C1(CC(C2=C(C1)C(=C3C(=C2O)C(=O)C4=C(C3=O)C=CC=C4OC)O)OC5CC(C(C(O5)C)O)NC(=O)C(F)(F)F)O. Cell line: SN12C. Synergy scores: CSS=21.2, Synergy_ZIP=-3.15, Synergy_Bliss=0.328, Synergy_Loewe=-11.3, Synergy_HSA=-0.746. (2) Drug 1: CC1OCC2C(O1)C(C(C(O2)OC3C4COC(=O)C4C(C5=CC6=C(C=C35)OCO6)C7=CC(=C(C(=C7)OC)O)OC)O)O. Drug 2: CNC(=O)C1=NC=CC(=C1)OC2=CC=C(C=C2)NC(=O)NC3=CC(=C(C=C3)Cl)C(F)(F)F. Cell line: BT-549. Synergy scores: CSS=37.7, Synergy_ZIP=-3.78, Synergy_Bliss=2.41, Synergy_Loewe=0.953, Synergy_HSA=3.56.